The task is: Predict which catalyst facilitates the given reaction.. This data is from Catalyst prediction with 721,799 reactions and 888 catalyst types from USPTO. (1) Reactant: [Li]CCCC.Br[C:7]1[CH:8]=[C:9]([CH3:14])[CH:10]=[CH:11][C:12]=1[F:13].[N:15]1[C:24]2[C:19](=[CH:20][CH:21]=[CH:22][CH:23]=2)[C:18]([CH:25]=[O:26])=[CH:17][CH:16]=1. Product: [F:13][C:12]1[CH:11]=[CH:10][C:9]([CH3:14])=[CH:8][C:7]=1[CH:25]([C:18]1[C:19]2[C:24](=[CH:23][CH:22]=[CH:21][CH:20]=2)[N:15]=[CH:16][CH:17]=1)[OH:26]. The catalyst class is: 1. (2) Reactant: [OH:1][C:2]1[CH:3]=[C:4]2[C:9](=[C:10]([CH3:13])[C:11]=1[CH3:12])[O:8][C:7]([CH3:15])([CH3:14])[CH2:6][C:5]2=[O:16].[BH4-].[Na+].O. Product: [CH3:14][C:7]1([CH3:15])[CH2:6][CH:5]([OH:16])[C:4]2[C:9](=[C:10]([CH3:13])[C:11]([CH3:12])=[C:2]([OH:1])[CH:3]=2)[O:8]1. The catalyst class is: 5. (3) Reactant: [CH2:1]([O:3][C:4]([C:6]1[N:7]=[C:8]([N:11]2[CH2:16][CH2:15][N:14](C(OC(C)(C)C)=O)[CH2:13][CH2:12]2)[S:9][CH:10]=1)=[O:5])[CH3:2].[ClH:24]. Product: [ClH:24].[N:11]1([C:8]2[S:9][CH:10]=[C:6]([C:4]([O:3][CH2:1][CH3:2])=[O:5])[N:7]=2)[CH2:16][CH2:15][NH:14][CH2:13][CH2:12]1. The catalyst class is: 268. (4) Reactant: [Br:1][C:2]1[C:3]2[C:4]([S:19][C:20]3[CH:25]=[CH:24][C:23]([Cl:26])=[CH:22][CH:21]=3)=[C:5]3[CH:14]([CH2:15][C:16]([OH:18])=[O:17])[CH2:13][CH2:12][N:6]3[C:7]=2[CH:8]=[C:9](I)[CH:10]=1.C1([As](C2C=CC=CC=2)C2C=CC=CC=2)C=CC=CC=1.[CH3:46][N:47]1[CH:51]=[CH:50][CH:49]=[C:48]1[Sn](CCCC)(CCCC)CCCC. Product: [Br:1][C:2]1[C:3]2[C:4]([S:19][C:20]3[CH:25]=[CH:24][C:23]([Cl:26])=[CH:22][CH:21]=3)=[C:5]3[CH:14]([CH2:15][C:16]([OH:18])=[O:17])[CH2:13][CH2:12][N:6]3[C:7]=2[CH:8]=[C:9]([C:48]2[N:47]([CH3:46])[CH:51]=[CH:50][CH:49]=2)[CH:10]=1. The catalyst class is: 533. (5) Reactant: [NH2:1][C:2]1[N:7]=[C:6]([N:8]([CH3:15])[C:9]2[CH:14]=[CH:13][CH:12]=[CH:11][CH:10]=2)[N:5]=[C:4]([C:16]2[N:20]=[C:19]([C:21]3[CH:22]=[CH:23][C:24]([C:27]([O:29]C)=O)=[N:25][CH:26]=3)[O:18][N:17]=2)[N:3]=1.[CH3:31][Mg]Br. Product: [NH2:1][C:2]1[N:7]=[C:6]([N:8]([CH3:15])[C:9]2[CH:14]=[CH:13][CH:12]=[CH:11][CH:10]=2)[N:5]=[C:4]([C:16]2[N:20]=[C:19]([C:21]3[CH:22]=[CH:23][C:24]([C:27](=[O:29])[CH3:31])=[N:25][CH:26]=3)[O:18][N:17]=2)[N:3]=1. The catalyst class is: 1. (6) Reactant: Cl.[C:2]([O:6][C:7](=[O:10])[CH2:8][NH2:9])([CH3:5])([CH3:4])[CH3:3].C(=O)([O-])[O-].[K+].[K+].[C:17](Cl)(=[O:20])[CH2:18][CH3:19]. Product: [C:2]([O:6][C:7](=[O:10])[CH2:8][NH:9][C:17](=[O:20])[CH2:18][CH3:19])([CH3:5])([CH3:4])[CH3:3]. The catalyst class is: 23. (7) Reactant: [I:1]N1C(=O)CCC1=O.[S:9]1[CH:13]=[CH:12][CH:11]=[C:10]1[O:14][CH2:15][CH2:16][C:17]1[N:26]=[C:25]2[C:20]([CH2:21][CH2:22][CH2:23][N:24]2[C:27]([O:29][C:30]([CH3:33])([CH3:32])[CH3:31])=[O:28])=[CH:19][CH:18]=1. Product: [I:1][C:13]1[S:9][C:10]([O:14][CH2:15][CH2:16][C:17]2[N:26]=[C:25]3[C:20]([CH2:21][CH2:22][CH2:23][N:24]3[C:27]([O:29][C:30]([CH3:33])([CH3:32])[CH3:31])=[O:28])=[CH:19][CH:18]=2)=[CH:11][CH:12]=1. The catalyst class is: 1. (8) Product: [CH3:1][O:2][C:3](=[O:27])[CH:4]([N:12]([CH2:33][C:32]1[CH:35]=[CH:36][C:29]([I:28])=[CH:30][CH:31]=1)[S:13]([C:16]1[C:21]([CH3:22])=[CH:20][C:19]([O:23][CH3:24])=[C:18]([CH3:25])[C:17]=1[CH3:26])(=[O:15])=[O:14])[CH2:5][C:6]1[CH:11]=[CH:10][CH:9]=[CH:8][CH:7]=1. Reactant: [CH3:1][O:2][C:3](=[O:27])[CH:4]([NH:12][S:13]([C:16]1[C:21]([CH3:22])=[CH:20][C:19]([O:23][CH3:24])=[C:18]([CH3:25])[C:17]=1[CH3:26])(=[O:15])=[O:14])[CH2:5][C:6]1[CH:11]=[CH:10][CH:9]=[CH:8][CH:7]=1.[I:28][C:29]1[CH:36]=[CH:35][C:32]([CH2:33]Br)=[CH:31][CH:30]=1.C(=O)([O-])[O-].[Cs+].[Cs+]. The catalyst class is: 3. (9) Reactant: [NH2:1][C:2]1[CH:7]=[CH:6][C:5]([C:8]2[CH:13]=[CH:12][CH:11]=[C:10]([Cl:14])[CH:9]=2)=[CH:4][C:3]=1[C:15]([CH:20]1[CH2:22][CH2:21]1)([C:17]#[C:18][CH3:19])[OH:16].[C:23](N1C=CN=C1)(N1C=CN=C1)=[O:24]. Product: [Cl:14][C:10]1[CH:9]=[C:8]([C:5]2[CH:6]=[CH:7][C:2]3[NH:1][C:23](=[O:24])[O:16][C:15]([CH:20]4[CH2:22][CH2:21]4)([C:17]#[C:18][CH3:19])[C:3]=3[CH:4]=2)[CH:13]=[CH:12][CH:11]=1. The catalyst class is: 1. (10) Reactant: C(=O)(O)[O-].[Na+].[CH2:6]([C:8]1[CH:9]=[C:10]2[C:15](=[CH:16][CH:17]=1)[NH:14][CH2:13][CH2:12][C:11]2=[O:18])[CH3:7].O.Cl[C:21]([O:23][CH2:24][C:25]1[CH:30]=[CH:29][CH:28]=[CH:27][CH:26]=1)=[O:22]. Product: [CH2:6]([C:8]1[CH:9]=[C:10]2[C:15](=[CH:16][CH:17]=1)[N:14]([C:21]([O:23][CH2:24][C:25]1[CH:30]=[CH:29][CH:28]=[CH:27][CH:26]=1)=[O:22])[CH2:13][CH2:12][C:11]2=[O:18])[CH3:7]. The catalyst class is: 1.